This data is from Forward reaction prediction with 1.9M reactions from USPTO patents (1976-2016). The task is: Predict the product of the given reaction. (1) Given the reactants [Br-].[F:2][C:3]1[CH:8]=[C:7]([F:9])[CH:6]=[CH:5][C:4]=1[C:10](=O)[CH2:11][N+]1C=CC=CC=1.C([O-])(=O)C.[NH4+:23].CO.[CH2:26]([C:28](=[CH:31][CH2:32][CH2:33][CH3:34])[CH:29]=O)[CH3:27], predict the reaction product. The product is: [F:2][C:3]1[CH:8]=[C:7]([F:9])[CH:6]=[CH:5][C:4]=1[C:10]1[CH:11]=[C:31]([CH2:32][CH2:33][CH3:34])[C:28]([CH2:26][CH3:27])=[CH:29][N:23]=1. (2) Given the reactants I[C:2]1[CH:3]=[C:4]2[C:8](=[CH:9][CH:10]=1)[NH:7][CH:6]=[CH:5]2.ClC1C=CC=C(C=O)C=1[S:20][C:21]1[CH:26]=[CH:25][C:24](/[CH:27]=[CH:28]/[C:29]([N:31]2[CH2:36][CH2:35][N:34]([C:37](=[O:39])[CH3:38])[CH2:33][CH2:32]2)=[O:30])=[CH:23][C:22]=1[Cl:40].C([O-])([O-])=O.[K+].[K+].O, predict the reaction product. The product is: [NH:7]1[C:8]2[C:4](=[CH:3][C:2]([S:20][C:21]3[CH:26]=[CH:25][C:24](/[CH:27]=[CH:28]/[C:29]([N:31]4[CH2:32][CH2:33][N:34]([C:37](=[O:39])[CH3:38])[CH2:35][CH2:36]4)=[O:30])=[CH:23][C:22]=3[Cl:40])=[CH:10][CH:9]=2)[CH:5]=[CH:6]1.